This data is from Forward reaction prediction with 1.9M reactions from USPTO patents (1976-2016). The task is: Predict the product of the given reaction. (1) Given the reactants [C:1]([C:4]1[NH:8][N:7]=[C:6]([C:9]([O:11]CC)=[O:10])[CH:5]=1)(=[O:3])[CH3:2].[OH-].[Na+], predict the reaction product. The product is: [C:1]([C:4]1[NH:8][N:7]=[C:6]([C:9]([OH:11])=[O:10])[CH:5]=1)(=[O:3])[CH3:2]. (2) Given the reactants [Cl:1][C:2]1[C:10]2[C:5](=[CH:6][C:7]([C:11]([NH:13][CH:14]([C:24]3[CH:29]=[CH:28][CH:27]=[CH:26][C:25]=3[Cl:30])[CH2:15][O:16][CH2:17][CH:18]3[CH2:23][CH2:22][NH:21][CH2:20][CH2:19]3)=[O:12])=[CH:8][CH:9]=2)[NH:4][CH:3]=1.C(=O)([O-])[O-].[K+].[K+].FC(F)(F)S(O[CH2:43][C:44]([F:47])([F:46])[F:45])(=O)=O.O, predict the reaction product. The product is: [Cl:1][C:2]1[C:10]2[C:5](=[CH:6][C:7]([C:11]([NH:13][CH:14]([C:24]3[CH:29]=[CH:28][CH:27]=[CH:26][C:25]=3[Cl:30])[CH2:15][O:16][CH2:17][CH:18]3[CH2:23][CH2:22][N:21]([CH2:43][C:44]([F:47])([F:46])[F:45])[CH2:20][CH2:19]3)=[O:12])=[CH:8][CH:9]=2)[NH:4][CH:3]=1. (3) Given the reactants [CH3:1][N:2]1[C:10]2[C:5](=[CH:6][CH:7]=[C:8]([N:11]3[CH:16]=[CH:15][C:14]([CH2:17][CH2:18][C:19]4[CH:24]=[CH:23][CH:22]=[CH:21][CH:20]=4)=[CH:13][C:12]3=[O:25])[CH:9]=2)[C:4]2[CH2:26][CH2:27][N:28](C(OC(C)(C)C)=O)[CH2:29][C:3]1=2.C1(N)C(F)=C(F)C(F)=C(N)C=1F.[ClH:49].Cl, predict the reaction product. The product is: [ClH:49].[ClH:49].[CH3:1][N:2]1[C:10]2[C:5](=[CH:6][CH:7]=[C:8]([N:11]3[CH:16]=[CH:15][C:14]([CH2:17][CH2:18][C:19]4[CH:24]=[CH:23][CH:22]=[CH:21][CH:20]=4)=[CH:13][C:12]3=[O:25])[CH:9]=2)[C:4]2[CH2:26][CH2:27][NH:28][CH2:29][C:3]1=2. (4) Given the reactants [C:1]1(P(=O)(O)O)[CH:6]=[CH:5][CH:4]=[CH:3][CH:2]=1.[S:11]([O-:15])([O-])(=O)=[O:12].[CH2:16]([N+](CCCC)(CCCC)CCCC)CCC.C([N+](CCCC)(CCCC)CCCC)CCC.OO.C[C@@H](CC=C)[C@H](S[C:57]1[N:62]=[CH:61][CH:60]=[CH:59][N:58]=1)C, predict the reaction product. The product is: [CH3:16][C@@H:5]([CH2:4][CH:3]=[CH2:2])[C@H:6]([S:11]([C:57]1[N:62]=[CH:61][CH:60]=[CH:59][N:58]=1)(=[O:15])=[O:12])[CH3:1]. (5) Given the reactants [CH:1]([C:3]1[N:4]=[CH:5][C:6]([NH:9][C:10](=[O:27])[CH:11]([NH:15][C:16](=[O:26])[CH2:17][C:18]2[CH:23]=[C:22]([F:24])[CH:21]=[C:20]([F:25])[CH:19]=2)[CH2:12][CH2:13][CH3:14])=[N:7][CH:8]=1)=O.[CH2:28]([NH2:32])[CH2:29][CH2:30][CH3:31].C(O)(=O)C.S([O-])([O-])(=O)=O.[Na+].[Na+].C([BH3-])#N.[Na+], predict the reaction product. The product is: [CH2:28]([NH:32][CH2:1][C:3]1[N:4]=[CH:5][C:6]([NH:9][C:10](=[O:27])[CH:11]([NH:15][C:16](=[O:26])[CH2:17][C:18]2[CH:23]=[C:22]([F:24])[CH:21]=[C:20]([F:25])[CH:19]=2)[CH2:12][CH2:13][CH3:14])=[N:7][CH:8]=1)[CH2:29][CH2:30][CH3:31].